From a dataset of Forward reaction prediction with 1.9M reactions from USPTO patents (1976-2016). Predict the product of the given reaction. (1) Given the reactants I[C:2]1[N:3]=[CH:4][N:5]([C:7]([C:20]2[CH:25]=[CH:24][CH:23]=[CH:22][CH:21]=2)([C:14]2[CH:19]=[CH:18][CH:17]=[CH:16][CH:15]=2)[C:8]2[CH:13]=[CH:12][CH:11]=[CH:10][CH:9]=2)[CH:6]=1.C([Mg]Br)C.[CH3:30][C:31]([C:33]1[C:42]2[C:37](=[CH:38][CH:39]=[CH:40][CH:41]=2)[CH:36]=[CH:35][CH:34]=1)=[O:32], predict the reaction product. The product is: [C:33]1([C:31]([C:2]2[N:3]=[CH:4][N:5]([C:7]([C:8]3[CH:13]=[CH:12][CH:11]=[CH:10][CH:9]=3)([C:20]3[CH:21]=[CH:22][CH:23]=[CH:24][CH:25]=3)[C:14]3[CH:15]=[CH:16][CH:17]=[CH:18][CH:19]=3)[CH:6]=2)([OH:32])[CH3:30])[C:42]2[C:37](=[CH:38][CH:39]=[CH:40][CH:41]=2)[CH:36]=[CH:35][CH:34]=1. (2) Given the reactants [CH3:1][C:2]1([C:7]2[O:11][C:10]([CH2:12][N:13]3[CH:17]=[CH:16][C:15]([NH2:18])=[N:14]3)=[CH:9][CH:8]=2)[O:6]CCO1.[CH3:19][O:20][CH2:21][CH2:22][C:23]1[O:24][C:25]([C:31]2[CH:36]=[CH:35][CH:34]=[CH:33][CH:32]=2)=[C:26]([C:28](O)=[O:29])[N:27]=1, predict the reaction product. The product is: [C:2]([C:7]1[O:11][C:10]([CH2:12][N:13]2[CH:17]=[CH:16][C:15]([NH:18][C:28]([C:26]3[N:27]=[C:23]([CH2:22][CH2:21][O:20][CH3:19])[O:24][C:25]=3[C:31]3[CH:36]=[CH:35][CH:34]=[CH:33][CH:32]=3)=[O:29])=[N:14]2)=[CH:9][CH:8]=1)(=[O:6])[CH3:1]. (3) Given the reactants [CH2:1]([OH:8])[C:2]1[CH:7]=[CH:6][CH:5]=[CH:4][CH:3]=1.[H-].[Na+].[Cl:11][C:12]1[CH:17]=[CH:16][C:15](F)=[CH:14][C:13]=1[CH2:19][C:20]([OH:22])=[O:21], predict the reaction product. The product is: [CH2:1]([O:8][C:15]1[CH:16]=[CH:17][C:12]([Cl:11])=[C:13]([CH2:19][C:20]([OH:22])=[O:21])[CH:14]=1)[C:2]1[CH:7]=[CH:6][CH:5]=[CH:4][CH:3]=1. (4) Given the reactants [CH3:1][N:2]1[C:7](=[O:8])[CH:6]=[C:5]([N:9]2[CH2:14][CH2:13][O:12][CH2:11][CH2:10]2)[N:4]=[C:3]1[CH2:15][C:16]([O-:18])=O.[Na+].[CH3:20][O:21][C:22]1[CH:30]=[CH:29][CH:28]=[C:27]2[C:23]=1[CH2:24][CH2:25][NH:26]2.Cl.CN(C)CCCN=C=NCC, predict the reaction product. The product is: [CH3:20][O:21][C:22]1[CH:30]=[CH:29][CH:28]=[C:27]2[C:23]=1[CH2:24][CH2:25][N:26]2[C:16](=[O:18])[CH2:15][C:3]1[N:2]([CH3:1])[C:7](=[O:8])[CH:6]=[C:5]([N:9]2[CH2:10][CH2:11][O:12][CH2:13][CH2:14]2)[N:4]=1. (5) Given the reactants C1(P(C2CCCCC2)C2CCCCC2)CCCCC1.Cl[C:21]1[CH:26]=[N:25][CH:24]=[C:23]([Cl:27])[N:22]=1.[B:28]1([B:28]2[O:32][C:31]([CH3:34])([CH3:33])[C:30]([CH3:36])([CH3:35])[O:29]2)[O:32][C:31]([CH3:34])([CH3:33])[C:30]([CH3:36])([CH3:35])[O:29]1.C([O-])(=O)C.[K+], predict the reaction product. The product is: [Cl:27][C:23]1[CH:24]=[N:25][CH:26]=[C:21]([B:28]2[O:32][C:31]([CH3:34])([CH3:33])[C:30]([CH3:36])([CH3:35])[O:29]2)[N:22]=1.